From a dataset of Full USPTO retrosynthesis dataset with 1.9M reactions from patents (1976-2016). Predict the reactants needed to synthesize the given product. (1) Given the product [Cl:1][C:2]1[CH:7]=[C:6]([C:16]2([OH:18])[CH2:17][O:14][CH2:15]2)[CH:5]=[CH:4][N:3]=1, predict the reactants needed to synthesize it. The reactants are: [Cl:1][C:2]1[CH:7]=[C:6](I)[CH:5]=[CH:4][N:3]=1.C([Mg]Cl)(C)C.[O:14]1[CH2:17][C:16](=[O:18])[CH2:15]1. (2) Given the product [I-:14].[CH3:1][N+:2]1[C:6]([C:15]2[CH:20]=[CH:19][CH:18]=[CH:17][CH:16]=2)=[C:5]([C:7]2[CH:8]=[CH:9][CH:10]=[CH:11][CH:12]=2)[N:4]([CH3:13])[CH:3]=1, predict the reactants needed to synthesize it. The reactants are: [CH3:1][N:2]1[CH:6]=[C:5]([C:7]2[CH:12]=[CH:11][CH:10]=[CH:9][CH:8]=2)[N:4]=[CH:3]1.[CH3:13][I:14].[C:15]1(C)[CH:20]=[CH:19][CH:18]=[CH:17][CH:16]=1. (3) Given the product [CH3:43][O:44][C:45]1[N:50]=[C:49]([O:51][CH3:52])[C:48]([C:53]2[C@@:57]3([CH3:73])[CH2:58][CH2:59][C@H:60]4[C@H:69]([C@@H:56]3[CH2:55][CH:54]=2)[CH2:68][CH:67]=[C:66]2[C@:61]4([CH3:72])[CH2:62][CH2:63][C:64](=[O:71])[N:65]2[CH3:70])=[CH:47][N:46]=1, predict the reactants needed to synthesize it. The reactants are: COC1N=CC(C2[C@@]3(C)CC[C@H]4[C@H]([C@@H]3CC=2)CC=C2[C@]4(C)CCC(=O)N2C)=CC=1.COC1N=C(OC)C(B(O)O)=CN=1.[CH3:43][O:44][C:45]1[N:50]=[C:49]([O:51][CH3:52])[C:48]([C:53]2[C:57]3([CH3:73])[CH2:58][CH2:59][CH:60]4[CH:69]([CH:56]3[CH2:55][CH:54]=2)[CH2:68][CH:67]=[C:66]2[C:61]4([CH3:72])[CH2:62][CH2:63][C:64](=[O:71])[N:65]2[CH3:70])=[CH:47][N:46]=1. (4) Given the product [Cl:40][C:35]1[CH:34]=[C:33]([C@@H:17]([CH2:16][NH:14][CH3:13])[CH2:18][CH2:19][N:20]2[CH2:21][CH2:22][CH:23]([N:26]3[CH2:31][CH2:30][CH2:29][CH2:28][C:27]3=[O:32])[CH2:24][CH2:25]2)[CH:38]=[CH:37][C:36]=1[Cl:39], predict the reactants needed to synthesize it. The reactants are: FC(F)(F)C(O)=O.C(O[C:13](=O)[N:14]([CH2:16][C@H:17]([C:33]1[CH:38]=[CH:37][C:36]([Cl:39])=[C:35]([Cl:40])[CH:34]=1)[CH2:18][CH2:19][N:20]1[CH2:25][CH2:24][CH:23]([N:26]2[CH2:31][CH2:30][CH2:29][CH2:28][C:27]2=[O:32])[CH2:22][CH2:21]1)C)(C)(C)C.